This data is from Full USPTO retrosynthesis dataset with 1.9M reactions from patents (1976-2016). The task is: Predict the reactants needed to synthesize the given product. (1) Given the product [CH2:6]([O:5][C:3](=[O:4])[C:2]([F:9])([F:8])[CH:11]([OH:10])[CH2:12][CH3:13])[CH3:7], predict the reactants needed to synthesize it. The reactants are: Br[C:2]([F:9])([F:8])[C:3]([O:5][CH2:6][CH3:7])=[O:4].[O:10]1C[CH2:13][CH2:12][CH2:11]1.BrC(F)(F)C(OCC)=O.C(=O)CC.O1CCCC1.C(=O)CC. (2) Given the product [Cl:26][C:13]1[N:10]2[CH:11]=[CH:12][C:7]([S:4]([N:3]([CH2:17][CH3:18])[CH2:1][CH3:2])(=[O:6])=[O:5])=[CH:8][C:9]2=[N:15][N:14]=1, predict the reactants needed to synthesize it. The reactants are: [CH2:1]([N:3]([CH2:17][CH3:18])[S:4]([C:7]1[CH:12]=[CH:11][N:10]2[C:13](=O)[NH:14][N:15]=[C:9]2[CH:8]=1)(=[O:6])=[O:5])[CH3:2].C([O-])(O)=O.[Na+].O=P(Cl)(Cl)[Cl:26].